Task: Predict the product of the given reaction.. Dataset: Forward reaction prediction with 1.9M reactions from USPTO patents (1976-2016) Given the reactants [CH:1]1[C:9]2[C:8]3[CH:10]=[CH:11][CH:12]=[CH:13][C:7]=3[O:6][C:5]=2[CH:4]=[C:3]([O:14][CH2:15][CH2:16][NH2:17])[CH:2]=1.Br[CH2:19][C:20]([C:22]1[CH:27]=[CH:26][CH:25]=[C:24]([NH:28][S:29]([CH3:32])(=[O:31])=[O:30])[CH:23]=1)=[O:21].CN(C)C=O.[ClH:38].C(O)C, predict the reaction product. The product is: [ClH:38].[CH:1]1[C:9]2[C:8]3[CH:10]=[CH:11][CH:12]=[CH:13][C:7]=3[O:6][C:5]=2[CH:4]=[C:3]([O:14][CH2:15][CH2:16][NH:17][CH2:19][CH:20]([C:22]2[CH:23]=[C:24]([NH:28][S:29]([CH3:32])(=[O:31])=[O:30])[CH:25]=[CH:26][CH:27]=2)[OH:21])[CH:2]=1.